Dataset: NCI-60 drug combinations with 297,098 pairs across 59 cell lines. Task: Regression. Given two drug SMILES strings and cell line genomic features, predict the synergy score measuring deviation from expected non-interaction effect. (1) Drug 1: C1CC(=O)NC(=O)C1N2CC3=C(C2=O)C=CC=C3N. Drug 2: CC12CCC3C(C1CCC2O)C(CC4=C3C=CC(=C4)O)CCCCCCCCCS(=O)CCCC(C(F)(F)F)(F)F. Cell line: IGROV1. Synergy scores: CSS=4.24, Synergy_ZIP=-2.88, Synergy_Bliss=-1.87, Synergy_Loewe=-1.67, Synergy_HSA=-1.60. (2) Drug 1: CNC(=O)C1=NC=CC(=C1)OC2=CC=C(C=C2)NC(=O)NC3=CC(=C(C=C3)Cl)C(F)(F)F. Drug 2: B(C(CC(C)C)NC(=O)C(CC1=CC=CC=C1)NC(=O)C2=NC=CN=C2)(O)O. Cell line: HOP-92. Synergy scores: CSS=21.9, Synergy_ZIP=2.67, Synergy_Bliss=-3.30, Synergy_Loewe=-65.9, Synergy_HSA=-11.8. (3) Synergy scores: CSS=-0.810, Synergy_ZIP=0.805, Synergy_Bliss=-1.52, Synergy_Loewe=-12.6, Synergy_HSA=-6.16. Drug 1: CC(C1=C(C=CC(=C1Cl)F)Cl)OC2=C(N=CC(=C2)C3=CN(N=C3)C4CCNCC4)N. Cell line: EKVX. Drug 2: COC1=NC(=NC2=C1N=CN2C3C(C(C(O3)CO)O)O)N. (4) Drug 1: CCC1=C2CN3C(=CC4=C(C3=O)COC(=O)C4(CC)O)C2=NC5=C1C=C(C=C5)O. Drug 2: CNC(=O)C1=NC=CC(=C1)OC2=CC=C(C=C2)NC(=O)NC3=CC(=C(C=C3)Cl)C(F)(F)F. Cell line: OVCAR-8. Synergy scores: CSS=24.2, Synergy_ZIP=-2.01, Synergy_Bliss=1.04, Synergy_Loewe=-83.6, Synergy_HSA=1.03. (5) Synergy scores: CSS=42.5, Synergy_ZIP=-0.902, Synergy_Bliss=0.0121, Synergy_Loewe=-10.9, Synergy_HSA=0.956. Drug 2: N.N.Cl[Pt+2]Cl. Cell line: ACHN. Drug 1: C1C(C(OC1N2C=C(C(=O)NC2=O)F)CO)O.